Dataset: Full USPTO retrosynthesis dataset with 1.9M reactions from patents (1976-2016). Task: Predict the reactants needed to synthesize the given product. (1) The reactants are: [OH:1][NH:2][C:3](=[NH:14])[C:4]1[CH:9]=[CH:8][CH:7]=[C:6]([S:10](=[O:13])(=[O:12])[NH2:11])[CH:5]=1.[Cl:15][C:16]1[CH:17]=[C:18]([C:23]2[CH:28]=[C:27]([C:29]([F:32])([F:31])[F:30])[N:26]=[C:25]([C:33](O)=O)[N:24]=2)[CH:19]=[CH:20][C:21]=1[Cl:22]. Given the product [Cl:15][C:16]1[CH:17]=[C:18]([C:23]2[CH:28]=[C:27]([C:29]([F:32])([F:30])[F:31])[N:26]=[C:25]([C:33]3[O:1][N:2]=[C:3]([C:4]4[CH:5]=[C:6]([S:10]([NH2:11])(=[O:12])=[O:13])[CH:7]=[CH:8][CH:9]=4)[N:14]=3)[N:24]=2)[CH:19]=[CH:20][C:21]=1[Cl:22], predict the reactants needed to synthesize it. (2) The reactants are: [NH2:1][C:2]1[C:7]2[NH:8][CH:9]([CH2:12][OH:13])[CH2:10][O:11][C:6]=2[CH:5]=[CH:4][CH:3]=1.[C:14](O)(=O)[CH3:15]. Given the product [CH3:14][C:15]1[N:8]2[C:7]3[C:6]([O:11][CH2:10][CH:9]2[CH2:12][OH:13])=[CH:5][CH:4]=[CH:3][C:2]=3[N:1]=1, predict the reactants needed to synthesize it. (3) The reactants are: C(OC([N:8]1[C:12]2[CH:13]=[CH:14][C:15]([C:17]#[N:18])=[CH:16][C:11]=2[N:10]([CH:19]([C:22]([O:24][C:25]([CH3:28])([CH3:27])[CH3:26])=[O:23])[CH2:20][CH3:21])[C:9]1=[O:29])=O)(C)(C)C. Given the product [C:25]([O:24][C:22](=[O:23])[CH:19]([N:10]1[C:11]2[CH:16]=[C:15]([C:17]#[N:18])[CH:14]=[CH:13][C:12]=2[NH:8][C:9]1=[O:29])[CH2:20][CH3:21])([CH3:26])([CH3:27])[CH3:28], predict the reactants needed to synthesize it. (4) Given the product [C:9]([O:8][C:6]([NH:5][C@H:4]([CH:3]=[O:2])[CH:13]([CH3:14])[CH3:15])=[O:7])([CH3:11])([CH3:12])[CH3:10], predict the reactants needed to synthesize it. The reactants are: C[O:2][C:3](=O)[C@H:4]([CH:13]([CH3:15])[CH3:14])[NH:5][C:6]([O:8][C:9]([CH3:12])([CH3:11])[CH3:10])=[O:7].CC(C[AlH]CC(C)C)C. (5) Given the product [Br:1][C:2]1[CH:11]=[CH:10][C:5]([C:6]([O:8][CH3:9])=[O:7])=[CH:4][C:3]=1[O:12][CH2:20][CH3:21], predict the reactants needed to synthesize it. The reactants are: [Br:1][C:2]1[CH:11]=[CH:10][C:5]([C:6]([O:8][CH3:9])=[O:7])=[CH:4][C:3]=1[OH:12].C(=O)([O-])[O-].[K+].[K+].I[CH2:20][CH3:21]. (6) Given the product [OH:25][C:24]1[C:4]2[O:3][C:2]([NH:31][CH2:32][C:33]([OH:35])=[O:34])=[C:6]([C:7](=[O:20])[C:8]3[CH:13]=[C:12]([O:14][CH3:15])[C:11]([O:16][CH3:17])=[C:10]([O:18][CH3:19])[CH:9]=3)[C:5]=2[CH:21]=[CH:22][C:23]=1[O:29][CH3:30], predict the reactants needed to synthesize it. The reactants are: Br[C:2]1[O:3][C:4]2[C:24]([O:25]C(=O)C)=[C:23]([O:29][CH3:30])[CH:22]=[CH:21][C:5]=2[C:6]=1[C:7](=[O:20])[C:8]1[CH:13]=[C:12]([O:14][CH3:15])[C:11]([O:16][CH3:17])=[C:10]([O:18][CH3:19])[CH:9]=1.[NH2:31][CH2:32][C:33]([OH:35])=[O:34].C(=O)([O-])[O-].[K+].[K+]. (7) Given the product [Br:11][C:8]1[CH:9]=[CH:10][C:2]([NH:1][CH2:18][C:15]2[CH:16]=[CH:17][N:12]=[CH:13][CH:14]=2)=[C:3]([CH:7]=1)[C:4]([OH:6])=[O:5], predict the reactants needed to synthesize it. The reactants are: [NH2:1][C:2]1[CH:10]=[CH:9][C:8]([Br:11])=[CH:7][C:3]=1[C:4]([OH:6])=[O:5].[N:12]1[CH:17]=[CH:16][C:15]([CH:18]=O)=[CH:14][CH:13]=1. (8) Given the product [C:23]([C:19]1[CH:18]=[C:17]([C:8]2([NH2:7])[CH2:16][CH2:15][C:14]3[C:10](=[CH:11][NH:12][N:13]=3)[CH2:9]2)[CH:22]=[CH:21][CH:20]=1)([CH3:26])([CH3:24])[CH3:25], predict the reactants needed to synthesize it. The reactants are: C(OC(=O)[NH:7][C:8]1([C:17]2[CH:22]=[CH:21][CH:20]=[C:19]([C:23]([CH3:26])([CH3:25])[CH3:24])[CH:18]=2)[CH2:16][CH2:15][C:14]2[C:10](=[CH:11][NH:12][N:13]=2)[CH2:9]1)(C)(C)C.O1CCOCC1.